This data is from Full USPTO retrosynthesis dataset with 1.9M reactions from patents (1976-2016). The task is: Predict the reactants needed to synthesize the given product. (1) Given the product [F:26][C:20]1[CH:21]=[C:22]([F:25])[CH:23]=[CH:24][C:19]=1[O:18][CH:15]1[CH2:16][CH2:17][N:12]([C:3]2[N:4]=[C:5]3[CH:11]=[CH:10][N:9]=[CH:8][C:6]3=[N:7][C:2]=2[NH:33][C@H:30]2[CH2:31][CH2:32][O:28][CH2:29]2)[CH2:13][CH2:14]1, predict the reactants needed to synthesize it. The reactants are: Cl[C:2]1[N:7]=[C:6]2[CH:8]=[N:9][CH:10]=[CH:11][C:5]2=[N:4][C:3]=1[N:12]1[CH2:17][CH2:16][CH:15]([O:18][C:19]2[CH:24]=[CH:23][C:22]([F:25])=[CH:21][C:20]=2[F:26])[CH2:14][CH2:13]1.Cl.[O:28]1[CH2:32][CH2:31][C@H:30]([NH2:33])[CH2:29]1.CCN(CC)CC. (2) Given the product [Cl:19][C:8]1[C:3]([C:1]#[N:2])=[CH:4][C:5]([C:11]([O:13][CH:14]([CH3:16])[CH3:15])=[O:12])=[C:6]([CH3:10])[N:7]=1, predict the reactants needed to synthesize it. The reactants are: [C:1]([C:3]1[C:8](=O)[NH:7][C:6]([CH3:10])=[C:5]([C:11]([O:13][CH:14]([CH3:16])[CH3:15])=[O:12])[CH:4]=1)#[N:2].O=P(Cl)(Cl)[Cl:19]. (3) Given the product [F:34][C:31]1[CH:32]=[CH:33][C:28]([N:23]2[C:24]([CH:25]([CH3:27])[CH3:26])=[C:20]([N:17]3[CH2:18][CH2:19][CH:15]([N:8]4[C:9]5=[N:10][CH:11]=[CH:12][CH:13]=[C:14]5[C:6]([C:2]5[NH:3][CH:4]=[CH:5][N:1]=5)=[N:7]4)[C:16]3=[O:35])[CH:21]=[N:22]2)=[CH:29][CH:30]=1, predict the reactants needed to synthesize it. The reactants are: [NH:1]1[CH2:5][CH2:4][N:3]=[C:2]1[C:6]1[C:14]2[C:9](=[N:10][CH:11]=[CH:12][CH:13]=2)[N:8]([CH:15]2[CH2:19][CH2:18][N:17]([C:20]3[CH:21]=[N:22][N:23]([C:28]4[CH:33]=[CH:32][C:31]([F:34])=[CH:30][CH:29]=4)[C:24]=3[CH:25]([CH3:27])[CH3:26])[C:16]2=[O:35])[N:7]=1.CC(OI1(OC(C)=O)(OC(C)=O)OC(=O)C2C=CC=CC1=2)=O.